This data is from Full USPTO retrosynthesis dataset with 1.9M reactions from patents (1976-2016). The task is: Predict the reactants needed to synthesize the given product. Given the product [Cl:1][C:2]1[C:11]2[CH2:10][CH2:9][CH:8]([CH:12]([OH:13])[CH3:14])[CH2:7][C:6]=2[N:5]=[CH:4][N:3]=1, predict the reactants needed to synthesize it. The reactants are: [Cl:1][C:2]1[C:11]2[CH2:10][CH2:9][CH:8]([CH:12]=[O:13])[CH2:7][C:6]=2[N:5]=[CH:4][N:3]=1.[CH3:14][Mg+].[Br-].